From a dataset of Reaction yield outcomes from USPTO patents with 853,638 reactions. Predict the reaction yield, written as a fraction of the theoretical maximum amount of product (1.0 means a 100% yield; for example, 0.34 means a 34% yield). The reactants are [Cl:1][C:2]1[CH:29]=[C:28](O)[CH:27]=[C:26]([CH3:31])[C:3]=1[C:4]([N:6]1[C:14]2[C:9](=[N:10][CH:11]=[CH:12][CH:13]=2)[C:8]([C:15]2[CH:24]=[CH:23][C:18]([C:19](OC)=[O:20])=[CH:17][C:16]=2[F:25])=[N:7]1)=[O:5].[Li+].[OH-:33].Cl.[OH2:35]. The product is [Cl:1][C:2]1[CH:29]=[C:28]([N:6]2[CH2:14][CH2:13][O:35][CH2:3][CH2:4]2)[CH:27]=[C:26]([CH3:31])[C:3]=1[C:4]([N:6]1[C:14]2[C:9](=[N:10][CH:11]=[CH:12][CH:13]=2)[C:8]([C:15]2[CH:24]=[CH:23][C:18]([C:19]([OH:20])=[O:33])=[CH:17][C:16]=2[F:25])=[N:7]1)=[O:5]. The yield is 0.670. The catalyst is C1COCC1.